Dataset: Catalyst prediction with 721,799 reactions and 888 catalyst types from USPTO. Task: Predict which catalyst facilitates the given reaction. (1) Reactant: C1(N)C(F)=C(F)C(F)=C(N)C=1F.Cl.Cl.[NH2:15][CH:16]1[CH2:25][C:24]2[C:19](=[CH:20][CH:21]=[CH:22][N:23]=2)[NH:18][C:17]1=[O:26].CCN(C(C)C)C(C)C.[C:36]([O:40][C:41](=[O:63])[NH:42][C@H:43]([CH2:55][C:56]1[CH:61]=[CH:60][CH:59]=[CH:58][C:57]=1[F:62])[CH2:44][C:45](ON1C(=O)CCC1=O)=[O:46])([CH3:39])([CH3:38])[CH3:37]. Product: [C:36]([O:40][C:41](=[O:63])[NH:42][C@H:43]([CH2:55][C:56]1[CH:61]=[CH:60][CH:59]=[CH:58][C:57]=1[F:62])[CH2:44][C:45](=[O:46])[NH:15][CH:16]1[CH2:25][C:24]2[C:19](=[CH:20][CH:21]=[CH:22][N:23]=2)[NH:18][C:17]1=[O:26])([CH3:39])([CH3:37])[CH3:38]. The catalyst class is: 34. (2) The catalyst class is: 2. Product: [CH3:17][S:18]([O:1][CH2:2][C:3]1[C:11]2[O:10][C:9]([CH:12]([CH3:13])[CH3:14])=[CH:8][C:7]=2[CH:6]=[C:5]([C:15]#[N:16])[CH:4]=1)(=[O:20])=[O:19]. Reactant: [OH:1][CH2:2][C:3]1[C:11]2[O:10][C:9]([CH:12]([CH3:14])[CH3:13])=[CH:8][C:7]=2[CH:6]=[C:5]([C:15]#[N:16])[CH:4]=1.[CH3:17][S:18](Cl)(=[O:20])=[O:19].O.Cl. (3) Reactant: [C:1]1([C@@H:7]2[CH2:9][C@H:8]2[NH:10][CH2:11][CH2:12][CH:13]2[CH2:18][CH2:17][N:16]([C:19]([O:21][C:22]([CH3:25])([CH3:24])[CH3:23])=[O:20])[CH2:15][CH2:14]2)[CH:6]=[CH:5][CH:4]=[CH:3][CH:2]=1.C(N(CC)CC)C.[F:33][C:34]([F:45])([F:44])[C:35](O[C:35](=[O:36])[C:34]([F:45])([F:44])[F:33])=[O:36]. Product: [C:22]([O:21][C:19]([N:16]1[CH2:17][CH2:18][CH:13]([CH2:12][CH2:11][N:10]([C@@H:8]2[CH2:9][C@H:7]2[C:1]2[CH:6]=[CH:5][CH:4]=[CH:3][CH:2]=2)[C:35](=[O:36])[C:34]([F:45])([F:44])[F:33])[CH2:14][CH2:15]1)=[O:20])([CH3:25])([CH3:24])[CH3:23]. The catalyst class is: 373. (4) Reactant: [NH2:1][C:2]1[NH:7][C:6](=[O:8])[CH:5]=[C:4]([CH2:9][CH2:10][C:11]2[CH:16]=[CH:15][CH:14]=[C:13]([Br:17])[CH:12]=2)[N:3]=1.[C:18](=O)([O-])[O-].[K+].[K+].IC.O. Product: [NH2:1][C:2]1[N:7]([CH3:18])[C:6](=[O:8])[CH:5]=[C:4]([CH2:9][CH2:10][C:11]2[CH:16]=[CH:15][CH:14]=[C:13]([Br:17])[CH:12]=2)[N:3]=1. The catalyst class is: 3.